Regression. Given two drug SMILES strings and cell line genomic features, predict the synergy score measuring deviation from expected non-interaction effect. From a dataset of Merck oncology drug combination screen with 23,052 pairs across 39 cell lines. Drug 1: CCN(CC)CCNC(=O)c1c(C)[nH]c(C=C2C(=O)Nc3ccc(F)cc32)c1C. Drug 2: Cn1nnc2c(C(N)=O)ncn2c1=O. Cell line: A427. Synergy scores: synergy=26.7.